Dataset: Full USPTO retrosynthesis dataset with 1.9M reactions from patents (1976-2016). Task: Predict the reactants needed to synthesize the given product. (1) Given the product [Cl:24][C:18]1[CH:17]=[C:16]([CH2:15][CH2:14][C:5]2([CH:9]3[CH2:13][CH2:12][CH2:11][CH2:10]3)[O:4][C:3](=[O:25])[C:2]([S:26][C:27]3[N:28]([CH3:36])[C:29]([C:32]([O:34][CH3:35])=[O:33])=[N:30][N:31]=3)=[C:7]([OH:8])[CH2:6]2)[CH:21]=[CH:20][C:19]=1[O:22][CH3:23], predict the reactants needed to synthesize it. The reactants are: Cl[CH:2]1[C:7](=[O:8])[CH2:6][C:5]([CH2:14][CH2:15][C:16]2[CH:21]=[CH:20][C:19]([O:22][CH3:23])=[C:18]([Cl:24])[CH:17]=2)([CH:9]2[CH2:13][CH2:12][CH2:11][CH2:10]2)[O:4][C:3]1=[O:25].[SH:26][C:27]1[N:28]([CH3:36])[C:29]([C:32]([O:34][CH3:35])=[O:33])=[N:30][N:31]=1.O.OC1N=CN=C2C=1NC(S)=N2. (2) Given the product [CH3:1][O:2][C:3]([CH:5]1[CH2:13][C:12]2[C:7](=[CH:8][CH:9]=[C:10]([Br:14])[CH:11]=2)[CH2:6]1)=[O:4], predict the reactants needed to synthesize it. The reactants are: [CH3:1][O:2][C:3]([CH:5]1[CH2:13][C:12]2[C:7](=[CH:8][CH:9]=[C:10]([Br:14])[CH:11]=2)[C:6]1=O)=[O:4].C([SiH](CC)CC)C.